From a dataset of Catalyst prediction with 721,799 reactions and 888 catalyst types from USPTO. Predict which catalyst facilitates the given reaction. Reactant: [C:1]([C:3]1[CH:8]=[CH:7][C:6]([CH2:9][OH:10])=[CH:5][CH:4]=1)#[N:2].[H-].[Na+].Br[CH2:14][C:15]([O:17][CH3:18])=[O:16].[Cl-].[NH4+]. Product: [C:1]([C:3]1[CH:8]=[CH:7][C:6]([CH2:9][O:10][CH2:14][C:15]([O:17][CH3:18])=[O:16])=[CH:5][CH:4]=1)#[N:2]. The catalyst class is: 7.